This data is from Reaction yield outcomes from USPTO patents with 853,638 reactions. The task is: Predict the reaction yield, written as a fraction of the theoretical maximum amount of product (1.0 means a 100% yield; for example, 0.34 means a 34% yield). (1) The reactants are C([O:3][C:4](=O)[C:5]1[CH:10]=[C:9]([N+:11]([O-])=O)[C:8]([S:14][CH2:15][C:16](OCC)=[O:17])=[CH:7][C:6]=1[F:21])C.C(OC(=O)C1C=C([N+]([O-])=O)C(F)=CC=1F)C.CCN(CC)CC.SCC(OCC)=O. The catalyst is C(Cl)Cl. The product is [F:21][C:6]1[C:5]([CH:4]=[O:3])=[CH:10][C:9]2[NH:11][C:16](=[O:17])[CH2:15][S:14][C:8]=2[CH:7]=1. The yield is 0.960. (2) The reactants are [N+:1]([C:4]1[CH:12]=[CH:11][CH:10]=[C:9]2[C:5]=1[CH:6]=[N:7][NH:8]2)([O-])=O.[H][H]. The catalyst is [Pd].C(O)C. The product is [NH:8]1[C:9]2[C:5](=[C:4]([NH2:1])[CH:12]=[CH:11][CH:10]=2)[CH:6]=[N:7]1. The yield is 1.00. (3) The reactants are [C:1]([O:5][C:6]1[CH:11]=[CH:10][C:9]([CH2:12][C@H:13]([NH:37]C(=O)OCC2C3C=CC=CC=3C3C2=CC=CC=3)[C:14]([N:16]([C@@H:28]([CH3:36])[CH:29]([O:33][CH2:34][CH3:35])[O:30][CH2:31][CH3:32])[CH2:17][C:18]2[CH:19]=[CH:20][CH:21]=[C:22]3[C:27]=2[N:26]=[CH:25][CH:24]=[CH:23]3)=[O:15])=[CH:8][CH:7]=1)([CH3:4])([CH3:3])[CH3:2].N1CCCCC1. No catalyst specified. The product is [NH2:37][C@@H:13]([CH2:12][C:9]1[CH:10]=[CH:11][C:6]([O:5][C:1]([CH3:4])([CH3:3])[CH3:2])=[CH:7][CH:8]=1)[C:14]([N:16]([C@@H:28]([CH3:36])[CH:29]([O:30][CH2:31][CH3:32])[O:33][CH2:34][CH3:35])[CH2:17][C:18]1[CH:19]=[CH:20][CH:21]=[C:22]2[C:27]=1[N:26]=[CH:25][CH:24]=[CH:23]2)=[O:15]. The yield is 0.770. (4) The reactants are [C:1]([O:5][C:6]([NH:8][C@@H:9]([CH2:14][CH2:15][CH2:16][C:17]([CH3:22])([N+:19]([O-])=O)[CH3:18])[C:10]([O:12][CH3:13])=[O:11])=[O:7])([CH3:4])([CH3:3])[CH3:2].[H][H]. The catalyst is CO.[C].[Pd]. The product is [CH3:13][O:12][C:10](=[O:11])[C@H:9]([CH2:14][CH2:15][CH2:16][C:17]([CH3:22])([CH3:18])[NH2:19])[NH:8][C:6]([O:5][C:1]([CH3:4])([CH3:2])[CH3:3])=[O:7]. The yield is 0.808. (5) The yield is 0.370. The catalyst is C1C=CC=CC=1. The reactants are [Na+].[CH2:2]([O:9][C:10]1[CH:15]=[CH:14][C:13]([CH2:16][CH2:17][CH2:18][CH2:19][CH2:20][S:21]([O-:24])(=O)=[O:22])=[CH:12][CH:11]=1)[C:3]1[CH:8]=[CH:7][CH:6]=[CH:5][CH:4]=1.S(Cl)([Cl:27])=O.CN(C=O)C. The product is [CH2:2]([O:9][C:10]1[CH:15]=[CH:14][C:13]([CH2:16][CH2:17][CH2:18][CH2:19][CH2:20][S:21]([Cl:27])(=[O:24])=[O:22])=[CH:12][CH:11]=1)[C:3]1[CH:8]=[CH:7][CH:6]=[CH:5][CH:4]=1. (6) The reactants are [NH2:1][C:2]1[CH:7]=[CH:6][C:5]([Cl:8])=[CH:4][C:3]=1[C:9]([C:11]1[CH:16]=[CH:15][CH:14]=[CH:13][C:12]=1C)=[O:10].ClC1C=CC2N=[C:24](C3C=CC=CC=3)[O:25]C(=O)C=2C=1. No catalyst specified. The product is [NH2:1][C:2]1[CH:7]=[CH:6][C:5]([Cl:8])=[CH:4][C:3]=1[C:9]([C:11]1[CH:16]=[CH:15][CH:14]=[CH:13][C:12]=1[O:25][CH3:24])=[O:10]. The yield is 0.840. (7) The reactants are [NH:1]1[CH2:5][CH2:4][CH2:3][C@H:2]1[C:6]1[NH:10][C:9]2[CH:11]=[C:12]([C:15]3[CH:24]=[CH:23][C:22]4[C:17](=[CH:18][CH:19]=[C:20]([C:25]5[CH:26]=[CH:27][C:28]6[N:32]=[C:31]([C@@H:33]7[CH2:37][CH2:36][CH2:35][NH:34]7)[NH:30][C:29]=6[CH:38]=5)[CH:21]=4)[CH:16]=3)[CH:13]=[CH:14][C:8]=2[N:7]=1.C(N(CC)CC)C.[C:46](O[C:46]([O:48][C:49]([CH3:52])([CH3:51])[CH3:50])=[O:47])([O:48][C:49]([CH3:52])([CH3:51])[CH3:50])=[O:47]. The catalyst is CN(C1C=CN=CC=1)C.CN(C=O)C. The product is [NH:34]1[CH2:35][CH2:36][CH2:37][C@H:33]1[C:31]1[NH:32][C:28]2[CH:27]=[CH:26][C:25]([C:20]3[CH:21]=[C:22]4[C:17](=[CH:18][CH:19]=3)[CH:16]=[C:15]([C:12]3[CH:13]=[CH:14][C:8]5[NH:7][C:6]([C@@H:2]6[CH2:3][CH2:4][CH2:5][N:1]6[C:46]([O:48][C:49]([CH3:52])([CH3:51])[CH3:50])=[O:47])=[N:10][C:9]=5[CH:11]=3)[CH:24]=[CH:23]4)=[CH:38][C:29]=2[N:30]=1. The yield is 0.471.